From a dataset of Forward reaction prediction with 1.9M reactions from USPTO patents (1976-2016). Predict the product of the given reaction. (1) Given the reactants Cl[C:2]1[N:7]=[C:6]([NH:8][C:9]([C:11]2([C:14]3[CH:24]=[CH:23][C:17]4[O:18][C:19]([F:22])([F:21])[O:20][C:16]=4[CH:15]=3)[CH2:13][CH2:12]2)=[O:10])[CH:5]=[C:4]([CH3:25])[C:3]=1[CH3:26].[CH3:27][O:28][C:29]1[C:34](B(O)O)=[CH:33][CH:32]=[CH:31][N:30]=1.C([O-])([O-])=O.[Na+].[Na+], predict the reaction product. The product is: [F:21][C:19]1([F:22])[O:18][C:17]2[CH:23]=[CH:24][C:14]([C:11]3([C:9]([NH:8][C:6]4[N:7]=[C:2]([C:34]5[C:29]([O:28][CH3:27])=[N:30][CH:31]=[CH:32][CH:33]=5)[C:3]([CH3:26])=[C:4]([CH3:25])[CH:5]=4)=[O:10])[CH2:13][CH2:12]3)=[CH:15][C:16]=2[O:20]1. (2) Given the reactants [Br:1][C:2]1[CH:3]=[C:4]2[C:9](=[CH:10][CH:11]=1)[N:8]=[CH:7][N:6]=[C:5]2I.[C:13]([C:15]1[CH:16]=[C:17](B(O)O)[CH:18]=[CH:19][CH:20]=1)#[N:14].C([O-])([O-])=O.[K+].[K+], predict the reaction product. The product is: [Br:1][C:2]1[CH:3]=[C:4]2[C:9](=[CH:10][CH:11]=1)[N:8]=[CH:7][N:6]=[C:5]2[C:19]1[CH:20]=[C:15]([CH:16]=[CH:17][CH:18]=1)[C:13]#[N:14]. (3) Given the reactants [CH2:1]([C:4]1[CH:9]=[CH:8][C:7]([C:10]2[CH:15]=[CH:14][C:13](B(O)O)=[C:12]([F:19])[CH:11]=2)=[CH:6][CH:5]=1)[CH2:2][CH3:3].Br[C:21]1[S:25][C:24]([CH:26]=[O:27])=[CH:23][CH:22]=1, predict the reaction product. The product is: [F:19][C:12]1[CH:11]=[C:10]([C:7]2[CH:8]=[CH:9][C:4]([CH2:1][CH2:2][CH3:3])=[CH:5][CH:6]=2)[CH:15]=[CH:14][C:13]=1[C:21]1[S:25][C:24]([CH:26]=[O:27])=[CH:23][CH:22]=1. (4) Given the reactants [C:1]([NH:5][C:6]1[N:14]=[C:13]([Cl:15])[N:12]=[C:11]2[C:7]=1[N:8]=[C:9]([CH2:16][CH3:17])[NH:10]2)([CH3:4])([CH3:3])[CH3:2].[CH3:18][O:19][C:20]1[CH:25]=[CH:24][C:23]([CH:26]([C:28]2[CH:33]=[CH:32][C:31]([O:34][CH3:35])=[CH:30][CH:29]=2)O)=[CH:22][CH:21]=1.S(=O)(=O)(O)O.C(=O)(O)[O-].[Na+], predict the reaction product. The product is: [CH3:35][O:34][C:31]1[CH:30]=[CH:29][C:28]([CH:26]([C:23]2[CH:24]=[CH:25][C:20]([O:19][CH3:18])=[CH:21][CH:22]=2)[N:10]2[C:9]([CH2:16][CH3:17])=[N:8][C:7]3[C:11]2=[N:12][C:13]([Cl:15])=[N:14][C:6]=3[NH:5][C:1]([CH3:4])([CH3:3])[CH3:2])=[CH:33][CH:32]=1. (5) Given the reactants N([N:3]1[CH2:7][CH2:6][CH2:5][C:4]1([CH3:9])[CH3:8])=O.[Cl:10][C:11]1[CH:12]=[C:13]([CH:16]=[CH:17][CH:18]=1)[CH:14]=[O:15].C(O)(=O)C, predict the reaction product. The product is: [Cl:10][C:11]1[CH:12]=[C:13]([CH:14]([CH:7]2[CH2:6][CH2:5][C:4]([CH3:9])([CH3:8])[NH:3]2)[OH:15])[CH:16]=[CH:17][CH:18]=1.